Task: Regression. Given two drug SMILES strings and cell line genomic features, predict the synergy score measuring deviation from expected non-interaction effect.. Dataset: NCI-60 drug combinations with 297,098 pairs across 59 cell lines (1) Drug 1: CNC(=O)C1=CC=CC=C1SC2=CC3=C(C=C2)C(=NN3)C=CC4=CC=CC=N4. Drug 2: C1CCC(C1)C(CC#N)N2C=C(C=N2)C3=C4C=CNC4=NC=N3. Cell line: UACC-257. Synergy scores: CSS=2.02, Synergy_ZIP=2.37, Synergy_Bliss=3.63, Synergy_Loewe=-0.141, Synergy_HSA=0.781. (2) Drug 1: C1=CC=C(C=C1)NC(=O)CCCCCCC(=O)NO. Drug 2: CS(=O)(=O)CCNCC1=CC=C(O1)C2=CC3=C(C=C2)N=CN=C3NC4=CC(=C(C=C4)OCC5=CC(=CC=C5)F)Cl. Cell line: DU-145. Synergy scores: CSS=25.5, Synergy_ZIP=-3.45, Synergy_Bliss=-0.766, Synergy_Loewe=0.754, Synergy_HSA=0.323.